Dataset: Rat liver microsome stability data. Task: Regression/Classification. Given a drug SMILES string, predict its absorption, distribution, metabolism, or excretion properties. Task type varies by dataset: regression for continuous measurements (e.g., permeability, clearance, half-life) or binary classification for categorical outcomes (e.g., BBB penetration, CYP inhibition). Dataset: rlm. (1) The molecule is CS(=O)(=O)c1ccc(-c2csc(N3CCC(C(N)=O)CC3)n2)cc1. The result is 0 (unstable in rat liver microsomes). (2) The compound is Nc1cc(F)c(S(=O)(=O)N2CCC(O)CC2)cc1C(=O)Nc1cc(F)c(F)c(F)c1. The result is 1 (stable in rat liver microsomes). (3) The result is 1 (stable in rat liver microsomes). The drug is O=C(Nc1nc(-c2ccccc2)cs1)c1ccncc1NS(=O)(=O)c1c(F)cc(F)cc1F. (4) The compound is Cc1cc(-c2ccc(C#N)cc2)cc(C)c1Nc1ccnc(Nc2ccc(C#N)cc2)n1. The result is 1 (stable in rat liver microsomes). (5) The drug is O=C(NCCC(c1ccccc1)c1ccccc1)c1ccccc1. The result is 1 (stable in rat liver microsomes). (6) The compound is CC(C)(C)C(=O)N1CCN(c2nccc(Nc3ccccc3Cl)n2)CC1. The result is 1 (stable in rat liver microsomes). (7) The drug is CN(Cc1ccccc1)C(=O)c1cc2c(=O)n3ccccc3nc2n(Cc2ccccc2)c1=N. The result is 1 (stable in rat liver microsomes). (8) The result is 1 (stable in rat liver microsomes). The compound is O=C(N[C@H](Cc1c[nH]c2ccccc12)C(=O)Nc1ccncc1)c1ccc(-c2ccc(F)c(Cl)c2)cc1F.